From a dataset of Reaction yield outcomes from USPTO patents with 853,638 reactions. Predict the reaction yield, written as a fraction of the theoretical maximum amount of product (1.0 means a 100% yield; for example, 0.34 means a 34% yield). (1) The reactants are [NH2:1][C:2]1[S:3][C:4]([C:7]([O:9][CH2:10][CH3:11])=[O:8])=[CH:5][N:6]=1.[C:12]([C:16]1[CH:24]=[CH:23][C:19]([C:20](Cl)=[O:21])=[CH:18][CH:17]=1)([CH3:15])([CH3:14])[CH3:13].N1C=CC=CC=1.CCCCCC. The catalyst is ClCCl. The product is [CH2:10]([O:9][C:7]([C:4]1[S:3][C:2]([NH:1][C:20](=[O:21])[C:19]2[CH:23]=[CH:24][C:16]([C:12]([CH3:14])([CH3:13])[CH3:15])=[CH:17][CH:18]=2)=[N:6][CH:5]=1)=[O:8])[CH3:11]. The yield is 0.880. (2) The reactants are C([O:4][C:5]1[CH:10]=[CH:9][C:8]([C:11](=[O:26])[NH:12][C:13]2[CH:18]=[C:17]([C:19]3[CH2:23][CH2:22][C:21](=[O:24])[CH:20]=3)[CH:16]=[CH:15][C:14]=2[NH2:25])=[CH:7][CH:6]=1)(=O)C.O.O.O.O.O.O.O.[Cl-].[Ce+3].[Cl-].[Cl-].[BH4-].[Na+]. The catalyst is C(Cl)Cl.CO. The product is [NH2:25][C:14]1[CH:15]=[CH:16][C:17]([C:19]2[CH2:23][CH2:22][CH:21]([OH:24])[CH:20]=2)=[CH:18][C:13]=1[NH:12][C:11](=[O:26])[C:8]1[CH:7]=[CH:6][C:5]([OH:4])=[CH:10][CH:9]=1. The yield is 0.160. (3) The reactants are [Li][CH2:2]CCC.[CH3:6][N:7]1[C@H:11]([C:12]2[CH:17]=[CH:16][C:15]([Cl:18])=N[CH:13]=2)[CH2:10][CH2:9][CH2:8]1.Cl[P:20]([C:31]1[C:40]2[C:35](=[CH:36][CH:37]=[CH:38][CH:39]=2)[CH:34]=[CH:33][CH:32]=1)[C:21]1[C:30]2[C:25](=[CH:26][CH:27]=[CH:28][CH:29]=2)[CH:24]=[CH:23][CH:22]=1. The catalyst is C1COCC1.CO. The product is [Cl:18][C:15]1[CH:16]=[CH:17][C:12]([C@@H:11]2[CH2:10][CH2:9][CH2:8][N:7]2[CH3:6])=[C:13]([P:20]([C:31]2[C:40]3[C:35](=[CH:36][CH:37]=[CH:38][CH:39]=3)[CH:34]=[CH:33][CH:32]=2)[C:21]2[C:30]3[C:25](=[CH:26][CH:27]=[CH:28][CH:29]=3)[CH:24]=[CH:23][CH:22]=2)[CH:2]=1. The yield is 0.430. (4) The reactants are [N:1]1[CH:6]=[C:5]([NH2:7])[CH:4]=[CH:3][C:2]=1[NH2:8].O[CH2:10][CH:11]([CH2:13]O)O.[N+](C1C=C(S([O-])(=O)=O)C=CC=1)([O-])=O.[Na+].S(=O)(=O)(O)O.[OH-].[Na+]. The catalyst is O. The product is [N:1]1[C:6]2[C:5](=[N:7][CH:10]=[CH:11][CH:13]=2)[CH:4]=[CH:3][C:2]=1[NH2:8]. The yield is 0.410. (5) The catalyst is CCO. The reactants are [NH2:1][C:2]1[C:3]([C:19]([O:21]C)=O)=[N:4][C:5]([C:8]2[CH:13]=[CH:12][C:11]([C:14](=[O:18])[N:15]([CH3:17])[CH3:16])=[CH:10][CH:9]=2)=[CH:6][N:7]=1.[NH2:23][NH2:24]. The product is [NH2:1][C:2]1[N:7]=[CH:6][C:5]([C:8]2[CH:9]=[CH:10][C:11]([C:14]([N:15]([CH3:16])[CH3:17])=[O:18])=[CH:12][CH:13]=2)=[N:4][C:3]=1[C:19]([NH:23][NH2:24])=[O:21]. The yield is 0.870. (6) The reactants are [CH2:1]([O:8][C:9]1[CH:14]=[CH:13][C:12]([CH2:15][C:16]([O:18][CH2:19][C:20](=O)[C:21]2[CH:26]=[CH:25][N:24]=[CH:23][CH:22]=2)=[O:17])=[CH:11][CH:10]=1)[C:2]1[CH:7]=[CH:6][CH:5]=[CH:4][CH:3]=1.C(N(CC)CC)C. The catalyst is C(#N)C. The product is [CH2:1]([O:8][C:9]1[CH:14]=[CH:13][C:12]([C:15]2[C:16](=[O:17])[O:18][CH2:19][C:20]=2[C:21]2[CH:26]=[CH:25][N:24]=[CH:23][CH:22]=2)=[CH:11][CH:10]=1)[C:2]1[CH:7]=[CH:6][CH:5]=[CH:4][CH:3]=1. The yield is 0.0800. (7) The reactants are [N:1]([CH2:4][C@@H:5]([NH:13][C:14]([N:16]1[CH2:21][CH2:20][CH2:19][C@@H:18]([C@:22]([OH:35])([C:29]2[CH:34]=[CH:33][CH:32]=[CH:31][CH:30]=2)[CH2:23][CH2:24][CH2:25][CH2:26][O:27][CH3:28])[CH2:17]1)=[O:15])[CH2:6][C:7]1[CH:12]=[CH:11][CH:10]=[CH:9][CH:8]=1)=[N+]=[N-].O. The catalyst is CO.[Pd]. The product is [NH2:1][CH2:4][C@@H:5]([NH:13][C:14]([N:16]1[CH2:21][CH2:20][CH2:19][C@@H:18]([C@:22]([OH:35])([C:29]2[CH:30]=[CH:31][CH:32]=[CH:33][CH:34]=2)[CH2:23][CH2:24][CH2:25][CH2:26][O:27][CH3:28])[CH2:17]1)=[O:15])[CH2:6][C:7]1[CH:8]=[CH:9][CH:10]=[CH:11][CH:12]=1. The yield is 0.340. (8) The reactants are [OH:1][C:2]1[CH:7]=[CH:6][C:5]([C@@H:8]([C:15]#[C:16][CH3:17])[CH2:9][C:10]([O:12][CH2:13][CH3:14])=[O:11])=[CH:4][CH:3]=1.C([O-])([O-])=O.[Cs+].[Cs+].Cl[CH2:25][C:26]1[CH:27]=[CH:28][C:29]2[N:30]([N:32]=[C:33]([C:35]3[C:40]([CH3:41])=[CH:39][CH:38]=[CH:37][C:36]=3[CH3:42])[N:34]=2)[CH:31]=1. The catalyst is CN(C=O)C. The product is [CH3:41][C:40]1[CH:39]=[CH:38][CH:37]=[C:36]([CH3:42])[C:35]=1[C:33]1[N:34]=[C:29]2[CH:28]=[CH:27][C:26]([CH2:25][O:1][C:2]3[CH:3]=[CH:4][C:5]([C@@H:8]([C:15]#[C:16][CH3:17])[CH2:9][C:10]([O:12][CH2:13][CH3:14])=[O:11])=[CH:6][CH:7]=3)=[CH:31][N:30]2[N:32]=1. The yield is 0.550.